This data is from Full USPTO retrosynthesis dataset with 1.9M reactions from patents (1976-2016). The task is: Predict the reactants needed to synthesize the given product. (1) Given the product [F:32][C:26]1[CH:27]=[CH:28][CH:29]=[C:30]([F:31])[C:25]=1[NH:24][C:22](=[O:23])[C:21]1[CH:33]=[C:17]([C:9]2[N:10]=[C:11]3[CH:16]=[CH:15][CH:14]=[CH:13][N:12]3[C:8]=2[C:6]2[CH:5]=[CH:4][N:3]=[C:2]([NH:43][C:42]3[CH:44]=[C:38]([CH3:37])[C:39]([N:47]4[CH2:48][CH2:49][N:50]([CH2:53][CH2:54][O:55][CH3:56])[CH2:51][CH2:52]4)=[CH:40][C:41]=3[O:45][CH3:46])[N:7]=2)[CH:18]=[CH:19][C:20]=1[O:34][CH2:35][CH3:36], predict the reactants needed to synthesize it. The reactants are: Cl[C:2]1[N:7]=[C:6]([C:8]2[N:12]3[CH:13]=[CH:14][CH:15]=[CH:16][C:11]3=[N:10][C:9]=2[C:17]2[CH:18]=[CH:19][C:20]([O:34][CH2:35][CH3:36])=[C:21]([CH:33]=2)[C:22]([NH:24][C:25]2[C:30]([F:31])=[CH:29][CH:28]=[CH:27][C:26]=2[F:32])=[O:23])[CH:5]=[CH:4][N:3]=1.[CH3:37][C:38]1[C:39]([N:47]2[CH2:52][CH2:51][N:50]([CH2:53][CH2:54][O:55][CH3:56])[CH2:49][CH2:48]2)=[CH:40][C:41]([O:45][CH3:46])=[C:42]([CH:44]=1)[NH2:43].C1(C)C=CC(S(O)(=O)=O)=CC=1.C(O)C(F)(F)F.N. (2) Given the product [Cl:1][C:2]1[CH:3]=[C:4]([N:10]2[C:14]([CH3:15])=[C:13]([O:16][C:17]3[CH:25]=[CH:24][C:20]([C:21]([N:37]4[CH2:42][CH2:41][O:40][CH2:39][CH2:38]4)=[O:22])=[CH:19][CH:18]=3)[C:12]([CH3:26])=[N:11]2)[CH:5]=[CH:6][C:7]=1[C:8]#[N:9], predict the reactants needed to synthesize it. The reactants are: [Cl:1][C:2]1[CH:3]=[C:4]([N:10]2[C:14]([CH3:15])=[C:13]([O:16][C:17]3[CH:25]=[CH:24][C:20]([C:21](O)=[O:22])=[CH:19][CH:18]=3)[C:12]([CH3:26])=[N:11]2)[CH:5]=[CH:6][C:7]=1[C:8]#[N:9].ON1C2C=CC=CC=2N=N1.[NH:37]1[CH2:42][CH2:41][O:40][CH2:39][CH2:38]1.Cl.CN(C)CCCN=C=NCC.Cl. (3) Given the product [CH3:3][O:4][C:5](=[O:17])[CH:6]([C:7]1[CH:12]=[CH:11][CH:10]=[C:9]([S:13]([CH3:16])(=[O:14])=[O:15])[CH:8]=1)[CH2:23][C:22]1[CH:25]=[CH:26][C:19]([F:18])=[CH:20][CH:21]=1, predict the reactants needed to synthesize it. The reactants are: [H-].[Na+].[CH3:3][O:4][C:5](=[O:17])[CH2:6][C:7]1[CH:12]=[CH:11][CH:10]=[C:9]([S:13]([CH3:16])(=[O:15])=[O:14])[CH:8]=1.[F:18][C:19]1[CH:26]=[CH:25][C:22]([CH2:23]Br)=[CH:21][CH:20]=1. (4) Given the product [CH3:37][N:38]([CH3:39])[C:1]([C:4]1[CH:5]=[CH:6][C:7]2[O:11][C:10]([C:12]([NH:14][C:15]3[CH:20]=[CH:19][C:18]([Cl:21])=[CH:17][N:16]=3)=[O:13])=[C:9]([NH:22][C:23]([C@H:25]3[CH2:26][CH2:27][C@H:28]([N:31]([CH:33]=[O:34])[CH3:32])[CH2:29][CH2:30]3)=[O:24])[C:8]=2[CH:35]=1)=[O:2], predict the reactants needed to synthesize it. The reactants are: [C:1]([C:4]1[CH:5]=[CH:6][C:7]2[O:11][C:10]([C:12]([NH:14][C:15]3[CH:20]=[CH:19][C:18]([Cl:21])=[CH:17][N:16]=3)=[O:13])=[C:9]([NH:22][C:23]([C@H:25]3[CH2:30][CH2:29][C@H:28]([N:31]([CH:33]=[O:34])[CH3:32])[CH2:27][CH2:26]3)=[O:24])[C:8]=2[CH:35]=1)(O)=[O:2].Cl.[CH3:37][NH:38][CH3:39].ON1C2C=CC=CC=2N=N1.Cl.C(N=C=NCCCN(C)C)C.C(=O)([O-])O.[Na+]. (5) Given the product [CH2:9]([NH:8][C:7]1[CH:2]=[C:3]([OH:21])[CH:4]=[CH:5][C:6]=1[CH3:27])[CH2:10][CH2:11][CH2:12][CH2:13][CH2:14][CH2:15][CH2:16][CH2:17][CH2:18][CH2:19][CH3:20], predict the reactants needed to synthesize it. The reactants are: C[C:2]1[C:7]([NH:8][CH2:9][CH2:10][CH2:11][CH2:12][CH2:13][CH2:14][CH2:15][CH2:16][CH2:17][CH2:18][CH2:19][CH3:20])=[CH:6][CH:5]=[CH:4][C:3]=1[O:21]C.B(Br)(Br)Br.[CH2:27](Cl)Cl.